Predict the reaction yield, written as a fraction of the theoretical maximum amount of product (1.0 means a 100% yield; for example, 0.34 means a 34% yield). From a dataset of Reaction yield outcomes from USPTO patents with 853,638 reactions. (1) The reactants are [CH3:1][N:2]([C:11]1[CH:12]=[CH:13][CH:14]=[C:15]2[C:19]=1[NH:18][C:17]([C:20]1[S:21][C:22]3([CH2:29][CH2:28][NH:27][CH2:26][CH2:25]3)[CH2:23][N:24]=1)=[CH:16]2)[S:3]([C:6]1[S:7][CH:8]=[CH:9][CH:10]=1)(=[O:5])=[O:4].[CH:30](=O)[CH3:31].C(O[BH-](OC(=O)C)OC(=O)C)(=O)C.[Na+].O. The catalyst is O1CCCC1. The product is [CH2:30]([N:27]1[CH2:28][CH2:29][C:22]2([S:21][C:20]([C:17]3[NH:18][C:19]4[C:15]([CH:16]=3)=[CH:14][CH:13]=[CH:12][C:11]=4[N:2]([CH3:1])[S:3]([C:6]3[S:7][CH:8]=[CH:9][CH:10]=3)(=[O:4])=[O:5])=[N:24][CH2:23]2)[CH2:25][CH2:26]1)[CH3:31]. The yield is 0.800. (2) The reactants are Cl[C:2]1[C:7]([N+:8]([O-:10])=[O:9])=[CH:6][CH:5]=[C:4]([Cl:11])[N:3]=1.CCO.O.[NH3:16]. No catalyst specified. The product is [Cl:11][C:4]1[N:3]=[C:2]([NH2:16])[C:7]([N+:8]([O-:10])=[O:9])=[CH:6][CH:5]=1. The yield is 0.890.